Dataset: Full USPTO retrosynthesis dataset with 1.9M reactions from patents (1976-2016). Task: Predict the reactants needed to synthesize the given product. (1) Given the product [Si:35]([O:34][CH:10]([CH2:11][O:12][C:13]1[CH:18]=[CH:17][CH:16]=[C:15]([C:19]2[CH:20]=[C:21]([C:31](=[O:33])[NH:42][CH2:43][C:44]3[C:45](=[O:52])[NH:46][C:47]([CH3:51])=[CH:48][C:49]=3[CH3:50])[C:22]3[C:23](=[N:25][N:26]([CH:28]([CH3:30])[CH3:29])[CH:27]=3)[N:24]=2)[CH:14]=1)[CH2:9][NH:8][C:6](=[O:7])[O:5][C:1]([CH3:2])([CH3:3])[CH3:4])([C:38]([CH3:40])([CH3:41])[CH3:39])([CH3:37])[CH3:36], predict the reactants needed to synthesize it. The reactants are: [C:1]([O:5][C:6]([NH:8][CH2:9][CH:10]([O:34][Si:35]([C:38]([CH3:41])([CH3:40])[CH3:39])([CH3:37])[CH3:36])[CH2:11][O:12][C:13]1[CH:14]=[C:15]([C:19]2[CH:20]=[C:21]([C:31]([OH:33])=O)[C:22]3[C:23](=[N:25][N:26]([CH:28]([CH3:30])[CH3:29])[CH:27]=3)[N:24]=2)[CH:16]=[CH:17][CH:18]=1)=[O:7])([CH3:4])([CH3:3])[CH3:2].[NH2:42][CH2:43][C:44]1[C:45](=[O:52])[NH:46][C:47]([CH3:51])=[CH:48][C:49]=1[CH3:50].CN(C(ON1N=NC2C=CC=NC1=2)=[N+](C)C)C.F[P-](F)(F)(F)(F)F.C1C=CC2N(O)N=NC=2C=1.CCN(CC)CC. (2) Given the product [C:1]1([CH2:7][N:8]2[CH2:9][CH:10]=[C:11]([CH2:14][OH:15])[CH2:12][CH2:13]2)[CH:2]=[CH:3][CH:4]=[CH:5][CH:6]=1, predict the reactants needed to synthesize it. The reactants are: [C:1]1([CH2:7][N:8]2[CH:13]=[CH:12][C:11]([CH2:14][OH:15])=[CH:10][CH:9]2Cl)[CH:6]=[CH:5][CH:4]=[CH:3][CH:2]=1.[BH4-].[Na+].O. (3) Given the product [C:1]([O:5][C:6]([N:8]1[CH2:13][CH2:12][CH:11]([N:14]2[C:18]3=[N:19][CH:20]=[N:21][C:22]([NH:31][C:30]4[C:25]([CH3:24])=[N:26][C:27]([N:32]5[CH:36]=[N:35][CH:34]=[N:33]5)=[CH:28][CH:29]=4)=[C:17]3[CH:16]=[N:15]2)[CH2:10][CH2:9]1)=[O:7])([CH3:4])([CH3:3])[CH3:2], predict the reactants needed to synthesize it. The reactants are: [C:1]([O:5][C:6]([N:8]1[CH2:13][CH2:12][CH:11]([N:14]2[C:18]3=[N:19][CH:20]=[N:21][C:22](Cl)=[C:17]3[CH:16]=[N:15]2)[CH2:10][CH2:9]1)=[O:7])([CH3:4])([CH3:3])[CH3:2].[CH3:24][C:25]1[C:30]([NH2:31])=[CH:29][CH:28]=[C:27]([N:32]2[CH:36]=[N:35][CH:34]=[N:33]2)[N:26]=1.CC(C)([O-])C.[Na+]. (4) Given the product [NH2:1][C:2]1[C:3]([C:13]2[CH:14]=[N:15][C:16]([O:19][CH3:20])=[CH:17][CH:18]=2)=[N:4][C:5]([C:26]2[CH:27]=[CH:28][C:23]([O:22][CH3:21])=[CH:24][CH:25]=2)=[CH:6][C:7]=1[C:8]([O:10][CH3:11])=[O:9], predict the reactants needed to synthesize it. The reactants are: [NH2:1][C:2]1[C:3]([C:13]2[CH:14]=[N:15][C:16]([O:19][CH3:20])=[CH:17][CH:18]=2)=[N:4][C:5](Br)=[CH:6][C:7]=1[C:8]([O:10][CH3:11])=[O:9].[CH3:21][O:22][C:23]1[CH:28]=[CH:27][C:26](B(O)O)=[CH:25][CH:24]=1.[F-].[Cs+]. (5) Given the product [CH3:12][C:2]1[CH:3]=[CH:4][C:5]([S:8]([OH:11])(=[O:10])=[O:9])=[CH:6][CH:7]=1.[CH3:13][O:14][C@@H:15]1[CH2:19][CH2:18][NH:17][CH2:16]1, predict the reactants needed to synthesize it. The reactants are: O.[C:2]1([CH3:12])[CH:7]=[CH:6][C:5]([S:8]([OH:11])(=[O:10])=[O:9])=[CH:4][CH:3]=1.[CH3:13][O:14][C@@H:15]1[CH2:19][CH2:18][N:17](C(OC(C)(C)C)=O)[CH2:16]1.CO[C@@H]1CCNC1. (6) Given the product [N:3]1([CH2:4]/[CH:5]=[CH:6]\[C:7]2[CH:12]=[C:11]([F:13])[CH:10]=[CH:9][C:8]=2[S:14]([NH:17][C:18]2[C:27]([C:28]([O:30][CH3:31])=[O:29])=[C:26]3[C:21]([CH:22]4[CH2:32][CH:23]4[CH2:24][O:25]3)=[CH:20][CH:19]=2)(=[O:16])=[O:15])[CH2:42][CH2:41][CH2:2][CH2:1]1, predict the reactants needed to synthesize it. The reactants are: [CH2:1]([NH:3][CH2:4]/[CH:5]=[CH:6]\[C:7]1[CH:12]=[C:11]([F:13])[CH:10]=[CH:9][C:8]=1[S:14]([NH:17][C:18]1[C:27]([C:28]([O:30][CH3:31])=[O:29])=[C:26]2[C:21]([CH:22]3[CH2:32][CH:23]3[CH2:24][O:25]2)=[CH:20][CH:19]=1)(=[O:16])=[O:15])[CH3:2].COC(N(C1C(C(OC)=O)=C2C(C3CC3CO2)=CC=1)S([C:41]1C=CC(F)=C[C:42]=1/C=C\CO)(=O)=O)=O.N1CCCC1. (7) Given the product [F:16][C:2]1([F:1])[CH2:4][CH:3]1[CH:5]1[C:14]2[C:9](=[CH:10][CH:11]=[CH:12][CH:13]=2)[NH:8][CH2:7][CH2:6]1, predict the reactants needed to synthesize it. The reactants are: [F:1][C:2]1([F:16])[CH2:4][CH:3]1[CH:5]1[C:14]2[C:9](=[CH:10][CH:11]=[CH:12][CH:13]=2)[NH:8][C:7](=O)[CH2:6]1.O1CCCC1.B.